From a dataset of Full USPTO retrosynthesis dataset with 1.9M reactions from patents (1976-2016). Predict the reactants needed to synthesize the given product. (1) Given the product [Cl:26][C:6]1[CH:5]=[N:4][CH:3]=[C:2]([Cl:1])[C:7]=1[NH+:8]([O-:35])[C:9]([C:11]1[C:19]2[C:18]3[CH:20]=[CH:21][CH:22]=[CH:23][C:17]=3[O:16][C:15]=2[C:14]([O:24][CH3:25])=[CH:13][CH:12]=1)=[O:10], predict the reactants needed to synthesize it. The reactants are: [Cl:1][C:2]1[CH:3]=[N:4][CH:5]=[C:6]([Cl:26])[C:7]=1[NH:8][C:9]([C:11]1[C:19]2[C:18]3[CH:20]=[CH:21][CH:22]=[CH:23][C:17]=3[O:16][C:15]=2[C:14]([O:24][CH3:25])=[CH:13][CH:12]=1)=[O:10].ClC1C=CC=C(C(OO)=[O:35])C=1. (2) Given the product [CH3:29][C:26]1[S:25][C:24]([NH:23][C:18]([C:17]2[C:11]3[N:10]=[C:9]([C:4]4[CH:5]=[N:6][CH:7]=[CH:8][C:3]=4[C:2]([F:21])([F:22])[F:1])[NH:13][C:12]=3[CH:14]=[CH:15][CH:16]=2)=[O:20])=[N:28][CH:27]=1, predict the reactants needed to synthesize it. The reactants are: [F:1][C:2]([F:22])([F:21])[C:3]1[CH:8]=[CH:7][N:6]=[CH:5][C:4]=1[C:9]1[NH:13][C:12]2[CH:14]=[CH:15][CH:16]=[C:17]([C:18]([OH:20])=O)[C:11]=2[N:10]=1.[NH2:23][C:24]1[S:25][C:26]([CH3:29])=[CH:27][N:28]=1. (3) Given the product [C:19]([C:16]1[CH:15]=[CH:14][C:13]([N:9]2[N:8]=[CH:7][C:6]3[C:11](=[C:2]([NH:1][CH2:29][C:26]4[CH:27]=[CH:28][N:23]=[CH:24][CH:25]=4)[CH:3]=[CH:4][CH:5]=3)[C:10]2=[O:12])=[CH:18][CH:17]=1)([CH3:22])([CH3:21])[CH3:20], predict the reactants needed to synthesize it. The reactants are: [NH2:1][C:2]1[CH:3]=[CH:4][CH:5]=[C:6]2[C:11]=1[C:10](=[O:12])[N:9]([C:13]1[CH:18]=[CH:17][C:16]([C:19]([CH3:22])([CH3:21])[CH3:20])=[CH:15][CH:14]=1)[N:8]=[CH:7]2.[N:23]1[CH:28]=[CH:27][C:26]([CH:29]=O)=[CH:25][CH:24]=1.[BH-](OC(C)=O)(OC(C)=O)OC(C)=O.[Na+].S(NN)(C1C=CC(C)=CC=1)(=O)=O. (4) Given the product [CH3:3][CH:2]([C:4]([O:6][C:7]1[CH:8]=[CH:9][C:10]([CH2:29][OH:30])=[CH:11][C:12]=1[C@@H:13]([C:23]1[CH:28]=[CH:27][CH:26]=[CH:25][CH:24]=1)[CH2:14][CH2:15][N:16]([CH:20]([CH3:21])[CH3:22])[CH:17]([CH3:18])[CH3:19])=[O:5])[CH3:1].[CH:37](/[C:36]([OH:43])=[O:42])=[CH:38]\[C:39]([OH:41])=[O:40], predict the reactants needed to synthesize it. The reactants are: [CH3:1][CH:2]([C:4]([O:6][C:7]1[CH:8]=[CH:9][C:10]([CH2:29][OH:30])=[CH:11][C:12]=1[C@@H:13]([C:23]1[CH:24]=[CH:25][CH:26]=[CH:27][CH:28]=1)[CH2:14][CH2:15][N:16]([CH:20]([CH3:22])[CH3:21])[CH:17]([CH3:19])[CH3:18])=[O:5])[CH3:3].C(C(C)=O)C.[C:36]([OH:43])(=[O:42])/[CH:37]=[CH:38]/[C:39]([OH:41])=[O:40]. (5) Given the product [OH:18][CH2:17][CH2:16][CH2:15][CH2:14][NH:13][S:8]([C:5]1[CH:6]=[CH:7][C:2]([Br:1])=[C:3]([CH3:12])[CH:4]=1)(=[O:10])=[O:9], predict the reactants needed to synthesize it. The reactants are: [Br:1][C:2]1[CH:7]=[CH:6][C:5]([S:8](Cl)(=[O:10])=[O:9])=[CH:4][C:3]=1[CH3:12].[NH2:13][CH2:14][CH2:15][CH2:16][CH2:17][OH:18]. (6) Given the product [CH3:1][CH2:2][CH2:3][CH2:4][CH2:5][CH2:6][CH2:7][CH2:8][CH2:9][CH2:10][C@H:11]([OH:44])[C@@H:12]1[O:16][C@@H:15]([C@@H:17]2[O:21][C@@H:20]([C@H:22]([OH:43])[CH2:23][CH2:24][CH2:25][CH2:26][CH2:27][CH2:28][CH2:29][CH2:30][CH2:31][CH2:32][CH2:33][CH2:34][C:35]3[C:39](=[O:40])[O:38][C@@H:37]([CH3:41])[CH:36]=3)[CH2:19][CH2:18]2)[CH2:14][CH2:13]1.[CH3:1][CH2:2][CH2:3][CH2:4][CH2:5][CH2:6][CH2:7][CH2:8][CH2:9][CH2:10][CH:11]([OH:44])[CH:12]1[O:16][CH:15]([CH:17]2[O:21][CH:20]([CH:22]([OH:43])[CH2:23][CH2:24][CH2:25][CH2:26][CH2:27][CH2:28][CH2:29][CH2:30][CH2:31][CH2:32][CH2:33][CH2:34][C:35]3[C:39](=[O:40])[O:38][CH:37]([CH3:41])[CH:36]=3)[CH2:19][CH2:18]2)[CH2:14][CH2:13]1, predict the reactants needed to synthesize it. The reactants are: [CH3:1][CH2:2][CH2:3][CH2:4][CH2:5][CH2:6][CH2:7][CH2:8][CH2:9][CH2:10][C@H:11]([OH:44])[C@@H:12]1[O:16][C@@H:15]([C@@H:17]2[O:21][C@@H:20]([C@H:22]([OH:43])[CH2:23][CH2:24][CH2:25][CH2:26][CH2:27][CH2:28][CH2:29][CH2:30][CH2:31][CH2:32][C@@H:33](O)[CH2:34][C:35]3[C:39](=[O:40])[O:38][C@@H:37]([CH3:41])[CH:36]=3)[CH2:19][CH2:18]2)[CH2:14][CH2:13]1. (7) Given the product [NH2:10][C:8]1[NH:7][N:6]=[C:5]([C:3]([NH2:11])=[O:2])[CH:9]=1, predict the reactants needed to synthesize it. The reactants are: C[O:2][C:3]([C:5]1[CH:9]=[C:8]([NH2:10])[NH:7][N:6]=1)=O.[NH3:11]. (8) Given the product [F:1][C:2]1[CH:10]=[C:9]2[C:5]([CH:6]=[N:7][N:8]2[CH:24]2[CH2:29][CH2:28][N:27]([C:30]([O:32][C:33]([CH3:36])([CH3:35])[CH3:34])=[O:31])[CH2:26][CH2:25]2)=[CH:4][CH:3]=1, predict the reactants needed to synthesize it. The reactants are: [F:1][C:2]1[CH:10]=[C:9]2[C:5]([CH:6]=[N:7][NH:8]2)=[CH:4][CH:3]=1.[H-].[Na+].S(O[CH:24]1[CH2:29][CH2:28][N:27]([C:30]([O:32][C:33]([CH3:36])([CH3:35])[CH3:34])=[O:31])[CH2:26][CH2:25]1)(C1C=CC(C)=CC=1)(=O)=O. (9) The reactants are: Cl[C:2]1[N:7]=[C:6]([C:8]2[NH:9][C:10]3[C:15]([CH:16]=2)=[CH:14][CH:13]=[CH:12][CH:11]=3)[CH:5]=[N:4][CH:3]=1.[NH2:17][C:18]1[CH:26]=[CH:25][C:21]([C:22]([NH2:24])=[O:23])=[CH:20][CH:19]=1.CC(C)([O-:30])C.[Na+].CC1(C)C2C(=C(P(C3C=CC=CC=3)C3C=CC=CC=3)C=CC=2)OC2C(P(C3C=CC=CC=3)C3C=CC=CC=3)=CC=CC1=2. Given the product [C:22]([OH:23])(=[O:30])[CH3:21].[NH:9]1[C:10]2[C:15](=[CH:14][CH:13]=[CH:12][CH:11]=2)[CH:16]=[C:8]1[C:6]1[N:7]=[C:2]([NH:17][C:18]2[CH:26]=[CH:25][C:21]([C:22]([NH2:24])=[O:23])=[CH:20][CH:19]=2)[CH:3]=[N:4][CH:5]=1, predict the reactants needed to synthesize it. (10) Given the product [OH:38][C@H:35]1[CH2:36][CH2:37][C@H:32]([CH2:31][NH:30][C:11]([C:9]2[CH:8]=[CH:7][C:6]3[N:2]([CH3:1])[C:3]([NH:14][C:15]4[S:16][C:17]5[CH:23]=[C:22]([O:24][C:25]([F:27])([F:26])[F:28])[CH:21]=[CH:20][C:18]=5[N:19]=4)=[N:4][C:5]=3[CH:10]=2)=[O:13])[CH2:33][CH2:34]1, predict the reactants needed to synthesize it. The reactants are: [CH3:1][N:2]1[C:6]2[CH:7]=[CH:8][C:9]([C:11]([OH:13])=O)=[CH:10][C:5]=2[N:4]=[C:3]1[NH:14][C:15]1[S:16][C:17]2[CH:23]=[C:22]([O:24][C:25]([F:28])([F:27])[F:26])[CH:21]=[CH:20][C:18]=2[N:19]=1.Cl.[NH2:30][CH2:31][C@H:32]1[CH2:37][CH2:36][C@H:35]([OH:38])[CH2:34][CH2:33]1.CN(C(ON1N=NC2C=CC=CC1=2)=[N+](C)C)C.F[P-](F)(F)(F)(F)F.CCN(C(C)C)C(C)C.